Regression. Given two drug SMILES strings and cell line genomic features, predict the synergy score measuring deviation from expected non-interaction effect. From a dataset of Merck oncology drug combination screen with 23,052 pairs across 39 cell lines. (1) Drug 1: COc1cc(C2c3cc4c(cc3C(OC3OC5COC(C)OC5C(O)C3O)C3COC(=O)C23)OCO4)cc(OC)c1O. Drug 2: CS(=O)(=O)CCNCc1ccc(-c2ccc3ncnc(Nc4ccc(OCc5cccc(F)c5)c(Cl)c4)c3c2)o1. Cell line: A375. Synergy scores: synergy=13.7. (2) Drug 1: COc1cccc2c1C(=O)c1c(O)c3c(c(O)c1C2=O)CC(O)(C(=O)CO)CC3OC1CC(N)C(O)C(C)O1. Drug 2: O=C(CCCCCCC(=O)Nc1ccccc1)NO. Cell line: COLO320DM. Synergy scores: synergy=6.85.